Dataset: Full USPTO retrosynthesis dataset with 1.9M reactions from patents (1976-2016). Task: Predict the reactants needed to synthesize the given product. (1) Given the product [CH3:12][C:3]1[CH:4]=[C:5]([CH:10]=[CH:11][C:2]=1[N:19]1[CH2:24][CH2:23][O:22][CH2:21][CH2:20]1)[C:6]([O:8][CH3:9])=[O:7], predict the reactants needed to synthesize it. The reactants are: Br[C:2]1[CH:11]=[CH:10][C:5]([C:6]([O:8][CH3:9])=[O:7])=[CH:4][C:3]=1[CH3:12].C([O-])([O-])=O.[Cs+].[Cs+].[NH:19]1[CH2:24][CH2:23][O:22][CH2:21][CH2:20]1. (2) Given the product [CH2:1]([C:5]1[N:6]=[C:7]([CH3:27])[N:8]([C:35]2[CH:36]=[CH:37][C:31]3[O:30][C:29]([CH3:28])([CH3:41])[CH2:33][C:32]=3[CH:34]=2)[C:9](=[O:26])[C:10]=1[CH2:11][C:12]1[CH:17]=[CH:16][C:15]([C:18]2[C:19]([C:24]#[N:25])=[CH:20][CH:21]=[CH:22][CH:23]=2)=[CH:14][CH:13]=1)[CH2:2][CH2:3][CH3:4], predict the reactants needed to synthesize it. The reactants are: [CH2:1]([C:5]1[N:6]=[C:7]([CH3:27])[NH:8][C:9](=[O:26])[C:10]=1[CH2:11][C:12]1[CH:17]=[CH:16][C:15]([C:18]2[C:19]([C:24]#[N:25])=[CH:20][CH:21]=[CH:22][CH:23]=2)=[CH:14][CH:13]=1)[CH2:2][CH2:3][CH3:4].[CH3:28][C:29]1([CH3:41])[CH2:33][C:32]2[CH:34]=[C:35](B(O)O)[CH:36]=[CH:37][C:31]=2[O:30]1.C(N(CC)CC)C.N1C=CC=CC=1. (3) Given the product [N+:26]([O-:29])([OH:28])=[O:27].[CH3:18][O:17][C:13]1[CH:12]=[C:11]2[C:16]([C:7]([C:6]([C:5]3[CH:19]=[C:20]([O:24][CH3:25])[C:21]([O:22][CH3:23])=[C:3]([O:2][CH3:1])[CH:4]=3)=[O:27])=[CH:8][N:9]=[CH:10]2)=[CH:15][CH:14]=1, predict the reactants needed to synthesize it. The reactants are: [CH3:1][O:2][C:3]1[CH:4]=[C:5]([CH:19]=[C:20]([O:24][CH3:25])[C:21]=1[O:22][CH3:23])[CH2:6][C:7]1[C:16]2[C:11](=[CH:12][C:13]([O:17][CH3:18])=[CH:14][CH:15]=2)[CH:10]=[N:9][CH:8]=1.[N+:26]([O-:29])([OH:28])=[O:27]. (4) Given the product [C:1](=[O:37])([O:10][CH:11]([N:13]1[C:17]2[CH:18]=[CH:19][CH:20]=[CH:21][C:16]=2[N:15]=[C:14]1[S:22]([CH2:23][C:24]1[C:29]([CH3:30])=[C:28]([O:31][CH2:32][C:33]([F:36])([F:34])[F:35])[CH:27]=[CH:26][N:25]=1)=[O:43])[CH3:12])[O:2][CH2:3][C:4]1[CH:9]=[CH:8][CH:7]=[CH:6][CH:5]=1, predict the reactants needed to synthesize it. The reactants are: [C:1](=[O:37])([O:10][CH:11]([N:13]1[C:17]2[CH:18]=[CH:19][CH:20]=[CH:21][C:16]=2[N:15]=[C:14]1[S:22][CH2:23][C:24]1[C:29]([CH3:30])=[C:28]([O:31][CH2:32][C:33]([F:36])([F:35])[F:34])[CH:27]=[CH:26][N:25]=1)[CH3:12])[O:2][CH2:3][C:4]1[CH:9]=[CH:8][CH:7]=[CH:6][CH:5]=1.ClC1C=C(C=CC=1)C(OO)=[O:43]. (5) The reactants are: [F:1][C:2]1[CH:7]=[CH:6][C:5]([O:8][C:9]([F:12])([F:11])[F:10])=[CH:4][C:3]=1[N:13]1[CH2:26][CH2:25][C:16]2([O:21][CH2:20][CH:19]([CH2:22]C#N)[CH2:18][CH2:17]2)[CH2:15][CH2:14]1.BrC1C=C(OC(F)(F)F)C=CC=1F.N1NN=NC=1CC1CCC2(CCN(C3C=C(OC(F)(F)F)C=CC=3Cl)CC2)OC1.C1(P(C2CCCCC2)C2C=CC=CC=2C2C(OC)=CC=CC=2OC)CCCCC1.[C:98](=[O:101])([O-])[O-:99].[Cs+].[Cs+]. Given the product [F:1][C:2]1[CH:7]=[CH:6][C:5]([O:8][C:9]([F:11])([F:12])[F:10])=[CH:4][C:3]=1[N:13]1[CH2:14][CH2:15][C:16]2([O:21][CH2:20][CH:19]([CH2:22][C:98]([OH:99])=[O:101])[CH2:18][CH2:17]2)[CH2:25][CH2:26]1, predict the reactants needed to synthesize it.